Dataset: NCI-60 drug combinations with 297,098 pairs across 59 cell lines. Task: Regression. Given two drug SMILES strings and cell line genomic features, predict the synergy score measuring deviation from expected non-interaction effect. (1) Drug 1: CC1=C(C=C(C=C1)NC2=NC=CC(=N2)N(C)C3=CC4=NN(C(=C4C=C3)C)C)S(=O)(=O)N.Cl. Drug 2: CC1C(C(CC(O1)OC2CC(CC3=C2C(=C4C(=C3O)C(=O)C5=CC=CC=C5C4=O)O)(C(=O)C)O)N)O. Cell line: T-47D. Synergy scores: CSS=46.7, Synergy_ZIP=11.5, Synergy_Bliss=12.0, Synergy_Loewe=15.4, Synergy_HSA=16.5. (2) Drug 1: CC=C1C(=O)NC(C(=O)OC2CC(=O)NC(C(=O)NC(CSSCCC=C2)C(=O)N1)C(C)C)C(C)C. Drug 2: C#CCC(CC1=CN=C2C(=N1)C(=NC(=N2)N)N)C3=CC=C(C=C3)C(=O)NC(CCC(=O)O)C(=O)O. Cell line: UACC-257. Synergy scores: CSS=51.7, Synergy_ZIP=3.82, Synergy_Bliss=-0.440, Synergy_Loewe=-0.488, Synergy_HSA=0.00556. (3) Drug 1: C1=CC(=CC=C1C#N)C(C2=CC=C(C=C2)C#N)N3C=NC=N3. Drug 2: CCCCCOC(=O)NC1=NC(=O)N(C=C1F)C2C(C(C(O2)C)O)O. Cell line: NCI-H460. Synergy scores: CSS=-3.81, Synergy_ZIP=1.85, Synergy_Bliss=0.166, Synergy_Loewe=-4.22, Synergy_HSA=-4.11. (4) Drug 1: CC1C(C(CC(O1)OC2CC(CC3=C2C(=C4C(=C3O)C(=O)C5=C(C4=O)C(=CC=C5)OC)O)(C(=O)CO)O)N)O.Cl. Drug 2: C1=NC2=C(N1)C(=S)N=C(N2)N. Cell line: HCT-15. Synergy scores: CSS=56.6, Synergy_ZIP=5.86, Synergy_Bliss=5.96, Synergy_Loewe=3.10, Synergy_HSA=6.48. (5) Drug 1: CCC1=C2CN3C(=CC4=C(C3=O)COC(=O)C4(CC)O)C2=NC5=C1C=C(C=C5)O. Drug 2: C1=CC=C(C=C1)NC(=O)CCCCCCC(=O)NO. Cell line: NCI/ADR-RES. Synergy scores: CSS=66.4, Synergy_ZIP=-7.87, Synergy_Bliss=-4.58, Synergy_Loewe=-2.06, Synergy_HSA=0.914. (6) Drug 1: C1=CN(C(=O)N=C1N)C2C(C(C(O2)CO)O)O.Cl. Drug 2: B(C(CC(C)C)NC(=O)C(CC1=CC=CC=C1)NC(=O)C2=NC=CN=C2)(O)O. Cell line: HOP-62. Synergy scores: CSS=66.5, Synergy_ZIP=0.479, Synergy_Bliss=1.11, Synergy_Loewe=1.16, Synergy_HSA=2.26. (7) Drug 1: C1CCC(CC1)NC(=O)N(CCCl)N=O. Drug 2: C1=NC2=C(N=C(N=C2N1C3C(C(C(O3)CO)O)F)Cl)N. Cell line: SF-268. Synergy scores: CSS=37.8, Synergy_ZIP=-9.60, Synergy_Bliss=-1.29, Synergy_Loewe=-3.18, Synergy_HSA=1.62.